Task: Predict the reactants needed to synthesize the given product.. Dataset: Full USPTO retrosynthesis dataset with 1.9M reactions from patents (1976-2016) (1) Given the product [C:25]([O:24][C:22]([NH:21][C:18]1[S:19][CH:20]=[C:16](/[C:12](=[N:11]/[O:10][C:7]([CH3:9])([CH3:8])[C:6]([O:5][C:1]([CH3:4])([CH3:3])[CH3:2])=[O:29])/[C:13]([NH:30][C@@H:31]2[C:32](=[O:42])[NH:33][C@@H:34]2[CH2:35][N:36]2[CH:40]=[N:39][C:38]([CH3:41])=[N:37]2)=[O:14])[N:17]=1)=[O:23])([CH3:28])([CH3:27])[CH3:26], predict the reactants needed to synthesize it. The reactants are: [C:1]([O:5][C:6](=[O:29])[C:7]([O:10]/[N:11]=[C:12](/[C:16]1[N:17]=[C:18]([NH:21][C:22]([O:24][C:25]([CH3:28])([CH3:27])[CH3:26])=[O:23])[S:19][CH:20]=1)\[C:13](O)=[O:14])([CH3:9])[CH3:8])([CH3:4])([CH3:3])[CH3:2].[NH2:30][C@H:31]1[C@@H:34]([CH2:35][N:36]2[CH:40]=[N:39][C:38]([CH3:41])=[N:37]2)[NH:33][C:32]1=[O:42].CCN=C=NCCCN(C)C.Cl.N1C=CC=CC=1.C1C=CC2N(O)N=NC=2C=1.CCN(C(C)C)C(C)C. (2) Given the product [N:1]1[CH:6]=[CH:5][CH:4]=[CH:3][C:2]=1[CH2:7][CH2:8][N:9]1[C:13]2[CH:14]=[CH:15][CH:16]=[CH:17][C:12]=2[N:11]=[C:10]1[CH:26]=[O:27], predict the reactants needed to synthesize it. The reactants are: [N:1]1[CH:6]=[CH:5][CH:4]=[CH:3][C:2]=1[CH2:7][CH2:8][N:9]1[C:13]2[CH:14]=[CH:15][CH:16]=[CH:17][C:12]=2[N:11]=[CH:10]1.[Li]C(C)(C)C.CN([CH:26]=[O:27])C.C([O-])(O)=O.[Na+]. (3) The reactants are: [CH2:1]([O:8][NH:9][C:10](=[O:19])[CH2:11][CH2:12][CH2:13][CH2:14][CH2:15][CH2:16][CH2:17]Br)[C:2]1[CH:7]=[CH:6][CH:5]=[CH:4][CH:3]=1.[NH:20]1[C:28]2[C:23]3[C:24](=[CH:29][CH:30]=[CH:31][C:22]=3[C:21]1=[O:32])[CH:25]=[CH:26][CH:27]=2.C(=O)([O-])[O-].[K+].[K+]. Given the product [CH2:1]([O:8][NH:9][C:10](=[O:19])[CH2:11][CH2:12][CH2:13][CH2:14][CH2:15][CH2:16][CH2:17][N:20]1[C:28]2[C:23]3[C:24](=[CH:29][CH:30]=[CH:31][C:22]=3[C:21]1=[O:32])[CH:25]=[CH:26][CH:27]=2)[C:2]1[CH:7]=[CH:6][CH:5]=[CH:4][CH:3]=1, predict the reactants needed to synthesize it.